This data is from Peptide-MHC class I binding affinity with 185,985 pairs from IEDB/IMGT. The task is: Regression. Given a peptide amino acid sequence and an MHC pseudo amino acid sequence, predict their binding affinity value. This is MHC class I binding data. (1) The peptide sequence is STGKSIKFK. The MHC is HLA-B39:01 with pseudo-sequence HLA-B39:01. The binding affinity (normalized) is 0.0847. (2) The peptide sequence is ATIDNYNKF. The MHC is HLA-A01:01 with pseudo-sequence HLA-A01:01. The binding affinity (normalized) is 0.0317. (3) The peptide sequence is TFKMRPMFA. The MHC is HLA-A30:01 with pseudo-sequence HLA-A30:01. The binding affinity (normalized) is 0.710. (4) The binding affinity (normalized) is 0.0738. The MHC is HLA-B54:01 with pseudo-sequence HLA-B54:01. The peptide sequence is GAAVKAGAA. (5) The peptide sequence is RARGETYGRLL. The MHC is HLA-B27:05 with pseudo-sequence HLA-B27:05. The binding affinity (normalized) is 0.247. (6) The peptide sequence is TPNQPSAEF. The MHC is HLA-B51:01 with pseudo-sequence HLA-B51:01. The binding affinity (normalized) is 0.124. (7) The peptide sequence is NLFSKNILK. The MHC is HLA-B54:01 with pseudo-sequence HLA-B54:01. The binding affinity (normalized) is 0. (8) The peptide sequence is ILSPFLPLL. The MHC is HLA-A02:03 with pseudo-sequence HLA-A02:03. The binding affinity (normalized) is 1.00. (9) The peptide sequence is QWLIEPCKL. The MHC is HLA-A30:01 with pseudo-sequence HLA-A30:01. The binding affinity (normalized) is 0.196.